From a dataset of Merck oncology drug combination screen with 23,052 pairs across 39 cell lines. Regression. Given two drug SMILES strings and cell line genomic features, predict the synergy score measuring deviation from expected non-interaction effect. (1) Drug 1: COc1cc(C2c3cc4c(cc3C(OC3OC5COC(C)OC5C(O)C3O)C3COC(=O)C23)OCO4)cc(OC)c1O. Drug 2: CNC(=O)c1cc(Oc2ccc(NC(=O)Nc3ccc(Cl)c(C(F)(F)F)c3)cc2)ccn1. Cell line: RPMI7951. Synergy scores: synergy=-10.8. (2) Drug 1: NC(=O)c1cccc2cn(-c3ccc(C4CCCNC4)cc3)nc12. Drug 2: NC1(c2ccc(-c3nc4ccn5c(=O)[nH]nc5c4cc3-c3ccccc3)cc2)CCC1. Cell line: OV90. Synergy scores: synergy=10.1. (3) Drug 1: NC1(c2ccc(-c3nc4ccn5c(=O)[nH]nc5c4cc3-c3ccccc3)cc2)CCC1. Drug 2: COC1CC2CCC(C)C(O)(O2)C(=O)C(=O)N2CCCCC2C(=O)OC(C(C)CC2CCC(OP(C)(C)=O)C(OC)C2)CC(=O)C(C)C=C(C)C(O)C(OC)C(=O)C(C)CC(C)C=CC=CC=C1C. Cell line: COLO320DM. Synergy scores: synergy=14.2. (4) Drug 1: CN1C(=O)C=CC2(C)C3CCC4(C)C(NC(=O)OCC(F)(F)F)CCC4C3CCC12. Drug 2: COC1=C2CC(C)CC(OC)C(O)C(C)C=C(C)C(OC(N)=O)C(OC)C=CC=C(C)C(=O)NC(=CC1=O)C2=O. Cell line: RKO. Synergy scores: synergy=13.2.